This data is from Forward reaction prediction with 1.9M reactions from USPTO patents (1976-2016). The task is: Predict the product of the given reaction. Given the reactants [CH3:1][N:2]([CH:29]1[C:38]2[C:33](=[CH:34][CH:35]=[CH:36][CH:37]=2)[CH2:32][CH2:31][CH2:30]1)[C:3]([C:5]1[N:6]=[C:7]([CH:10]2[CH2:15][CH2:14][N:13]([C:16](=[O:28])[CH2:17][N:18]3[C:22]([CH3:23])=[CH:21][C:20]([C:24]([F:27])([F:26])[F:25])=[N:19]3)[CH2:12][CH2:11]2)[S:8][CH:9]=1)=[O:4].C([N-]C(C)C)(C)C.[Li+].Cl[C:48]([O:50][CH2:51][CH3:52])=[O:49], predict the reaction product. The product is: [CH3:1][N:2]([CH:29]1[C:38]2[C:33](=[CH:34][CH:35]=[CH:36][CH:37]=2)[CH2:32][CH2:31][CH2:30]1)[C:3]([C:5]1[N:6]=[C:7]([CH:10]2[CH2:15][CH2:14][N:13]([C:16](=[O:28])[CH:17]([N:18]3[C:22]([CH3:23])=[CH:21][C:20]([C:24]([F:26])([F:25])[F:27])=[N:19]3)[C:48]([O:50][CH2:51][CH3:52])=[O:49])[CH2:12][CH2:11]2)[S:8][CH:9]=1)=[O:4].